Task: Regression. Given two drug SMILES strings and cell line genomic features, predict the synergy score measuring deviation from expected non-interaction effect.. Dataset: NCI-60 drug combinations with 297,098 pairs across 59 cell lines Drug 1: CC1=C2C(C(=O)C3(C(CC4C(C3C(C(C2(C)C)(CC1OC(=O)C(C(C5=CC=CC=C5)NC(=O)OC(C)(C)C)O)O)OC(=O)C6=CC=CC=C6)(CO4)OC(=O)C)OC)C)OC. Drug 2: C1=CC=C(C=C1)NC(=O)CCCCCCC(=O)NO. Cell line: UACC-257. Synergy scores: CSS=35.0, Synergy_ZIP=2.65, Synergy_Bliss=4.94, Synergy_Loewe=7.49, Synergy_HSA=9.73.